This data is from Catalyst prediction with 721,799 reactions and 888 catalyst types from USPTO. The task is: Predict which catalyst facilitates the given reaction. Reactant: Cl.Cl.[CH2:3]1[C:12]2[C:7](=[CH:8][CH:9]=[N:10][CH:11]=2)[CH2:6][CH2:5][NH:4]1.F[C:14]1[CH:15]=[CH:16][C:17]([N+:21]([O-:23])=[O:22])=[C:18]([CH3:20])[CH:19]=1.C([O-])([O-])=O.[Na+].[Na+]. Product: [CH3:20][C:18]1[CH:19]=[C:14]([N:10]2[CH2:9][CH2:8][C:7]3[C:12](=[CH:3][N:4]=[CH:5][CH:6]=3)[CH2:11]2)[CH:15]=[CH:16][C:17]=1[N+:21]([O-:23])=[O:22]. The catalyst class is: 37.